Dataset: Full USPTO retrosynthesis dataset with 1.9M reactions from patents (1976-2016). Task: Predict the reactants needed to synthesize the given product. (1) Given the product [Cl:16][C:7]1[CH:8]=[C:9]([CH:10]=[C:2]([Cl:1])[C:3]=1[C:4]([N:60]1[C:68]2[CH:67]=[CH:66][N:65]=[C:64]([NH:69][C:70]([CH:72]3[CH2:73][CH2:74]3)=[O:71])[C:63]=2[CH:62]=[CH:61]1)=[O:6])[C:11]([NH:12][CH2:13][CH3:14])=[O:15], predict the reactants needed to synthesize it. The reactants are: [Cl:1][C:2]1[CH:10]=[C:9]([C:11](=[O:15])[NH:12][CH2:13][CH3:14])[CH:8]=[C:7]([Cl:16])[C:3]=1[C:4]([OH:6])=O.ON1C2N=CC=CC=2N=N1.C[NH3+].F[P-](F)(F)(F)(F)F.N1(OC(N(C)C)=[N+](C)C)C2N=CC=CC=2N=N1.F[P-](F)(F)(F)(F)F.[NH:60]1[C:68]2[CH:67]=[CH:66][N:65]=[C:64]([NH:69][C:70]([CH:72]3[CH2:74][CH2:73]3)=[O:71])[C:63]=2[CH:62]=[CH:61]1.C(N(CC)C(C)C)(C)C. (2) Given the product [CH2:1]([N:8]1[C@@H:13]2[CH:14]([C:16]([O:18][C:19]([CH3:22])([CH3:21])[CH3:20])=[O:17])[CH2:15][C@@:9]1([C:28]1[CH:29]=[CH:30][CH:31]=[CH:32][CH:33]=1)[C@:10](/[CH:24]=[CH:25]\[CH2:26][OH:27])([OH:23])[CH2:11][CH2:12]2)[C:2]1[CH:7]=[CH:6][CH:5]=[CH:4][CH:3]=1, predict the reactants needed to synthesize it. The reactants are: [CH2:1]([N:8]1[C@@H:13]2[CH:14]([C:16]([O:18][C:19]([CH3:22])([CH3:21])[CH3:20])=[O:17])[CH2:15][C@@:9]1([C:28]1[CH:33]=[CH:32][CH:31]=[CH:30][CH:29]=1)[C@:10]([C:24]#[C:25][CH2:26][OH:27])([OH:23])[CH2:11][CH2:12]2)[C:2]1[CH:7]=[CH:6][CH:5]=[CH:4][CH:3]=1. (3) The reactants are: C[C:2]1[S:3][CH:4]=[CH:5][C:6]=1[C:7]1[CH:12]=[CH:11][CH:10]=[CH:9][CH:8]=1.[CH3:13][CH:14]([CH3:19])[CH2:15][C:16](Cl)=[O:17].Cl[Sn](Cl)(Cl)Cl.O.Cl[CH2:27]Cl. Given the product [CH3:13][CH:14]([CH3:19])[CH2:15][C:16]([C:4]1[S:3][CH:2]=[C:6]([C:7]2[CH:8]=[C:9]([CH3:27])[CH:10]=[CH:11][CH:12]=2)[CH:5]=1)=[O:17], predict the reactants needed to synthesize it.